This data is from Full USPTO retrosynthesis dataset with 1.9M reactions from patents (1976-2016). The task is: Predict the reactants needed to synthesize the given product. (1) The reactants are: [C:1]([O:5][C:6](=[O:35])[CH2:7][CH:8](NCCNCCCC1C=CC=C(NCC2CC2)N=1)[C:9]1[CH:10]=[N:11][C:12]([O:15][CH3:16])=[CH:13][CH:14]=1)([CH3:4])([CH3:3])[CH3:2].CCN(C(C)C)C(C)C.O1CCOCC1. Given the product [C:1]([O:5][C:6](=[O:35])[CH2:7][CH2:8][C:9]1[CH:10]=[N:11][C:12]([O:15][CH3:16])=[CH:13][CH:14]=1)([CH3:4])([CH3:3])[CH3:2], predict the reactants needed to synthesize it. (2) Given the product [Br:6][C:7]1[CH:8]=[C:9]2[C:13](=[CH:14][C:15]=1[CH3:16])[NH:12][CH:11]=[C:10]2[CH:22]=[O:23], predict the reactants needed to synthesize it. The reactants are: P(Cl)(Cl)(Cl)=O.[Br:6][C:7]1[CH:8]=[C:9]2[C:13](=[CH:14][C:15]=1[CH3:16])[NH:12][CH:11]=[CH:10]2.[OH-].[Na+].CN([CH:22]=[O:23])C.